This data is from Reaction yield outcomes from USPTO patents with 853,638 reactions. The task is: Predict the reaction yield, written as a fraction of the theoretical maximum amount of product (1.0 means a 100% yield; for example, 0.34 means a 34% yield). (1) The product is [CH3:30][O:29][C:26]1[CH:27]=[C:28]2[C:23](=[CH:24][C:25]=1[O:31][CH3:32])[N:22]=[CH:21][CH:20]=[C:19]2[O:1][C:2]1[C:11]([C:12]([O:14][CH2:15][CH2:16][CH3:17])=[O:13])=[CH:10][C:9]2[C:4]([CH:3]=1)=[CH:5][CH:6]=[CH:7][CH:8]=2. The yield is 0.440. The reactants are [OH:1][C:2]1[C:11]([C:12]([O:14][CH2:15][CH2:16][CH3:17])=[O:13])=[CH:10][C:9]2[C:4](=[CH:5][CH:6]=[CH:7][CH:8]=2)[CH:3]=1.Cl[C:19]1[C:28]2[C:23](=[CH:24][C:25]([O:31][CH3:32])=[C:26]([O:29][CH3:30])[CH:27]=2)[N:22]=[CH:21][CH:20]=1.O. The catalyst is CN(C)C1C=CN=CC=1.ClC1C=CC=CC=1Cl. (2) The reactants are Cl[C:2]1[C:11]([C:12]([N:14]2[CH2:23][CH2:22][C:21]3[C:16](=[CH:17][C:18]([O:26][CH3:27])=[C:19]([O:24][CH3:25])[CH:20]=3)[C@H:15]2[CH3:28])=[O:13])=[CH:10][C:9]2[C:4](=[CH:5][CH:6]=[CH:7][CH:8]=2)[N:3]=1.[Cl-].[F:30][C:31]1[CH:38]=[CH:37][CH:36]=[CH:35][C:32]=1[CH2:33][Zn+].CCCCCCC. The yield is 0.930. The product is [CH3:25][O:24][C:19]1[CH:20]=[C:21]2[C:16](=[CH:17][C:18]=1[O:26][CH3:27])[C@@H:15]([CH3:28])[N:14]([C:12]([C:11]1[C:2]([CH2:33][C:32]3[CH:35]=[CH:36][CH:37]=[CH:38][C:31]=3[F:30])=[N:3][C:4]3[C:9]([CH:10]=1)=[CH:8][CH:7]=[CH:6][CH:5]=3)=[O:13])[CH2:23][CH2:22]2. The catalyst is C1COCC1.C1C=CC([P]([Pd]([P](C2C=CC=CC=2)(C2C=CC=CC=2)C2C=CC=CC=2)([P](C2C=CC=CC=2)(C2C=CC=CC=2)C2C=CC=CC=2)[P](C2C=CC=CC=2)(C2C=CC=CC=2)C2C=CC=CC=2)(C2C=CC=CC=2)C2C=CC=CC=2)=CC=1. (3) The reactants are [C:1]([C:4]1[N:9]=[C:8]([C:10]#[N:11])[C:7](Cl)=[CH:6][CH:5]=1)(=[O:3])[CH3:2].[NH:13]1[CH2:17][CH2:16][C@H:15]([OH:18])[CH2:14]1. The catalyst is CC#N. The product is [C:1]([C:4]1[N:9]=[C:8]([C:10]#[N:11])[C:7]([N:13]2[CH2:17][CH2:16][C@H:15]([OH:18])[CH2:14]2)=[CH:6][CH:5]=1)(=[O:3])[CH3:2]. The yield is 0.640. (4) The product is [CH3:9][N:8]([CH3:10])[C:6]([C:5]1[CH:4]=[N:3][C:2]([N:13]2[CH2:18][CH2:17][NH:16][CH2:15][CH2:14]2)=[CH:12][CH:11]=1)=[O:7]. The reactants are Cl[C:2]1[CH:12]=[CH:11][C:5]([C:6]([N:8]([CH3:10])[CH3:9])=[O:7])=[CH:4][N:3]=1.[NH:13]1[CH2:18][CH2:17][NH:16][CH2:15][CH2:14]1.CC(C)([O-])C.[Na+].CC(C1C=C(C(C)C)C(C2C(P(C3CCCCC3)C3CCCCC3)=C(OC)C=CC=2OC)=C(C(C)C)C=1)C. The yield is 0.500. The catalyst is O1CCOCC1.C1C=CC(/C=C/C(/C=C/C2C=CC=CC=2)=O)=CC=1.C1C=CC(/C=C/C(/C=C/C2C=CC=CC=2)=O)=CC=1.C1C=CC(/C=C/C(/C=C/C2C=CC=CC=2)=O)=CC=1.[Pd].[Pd]. (5) The reactants are COCCO[AlH2-]OCCOC.[Na+].[CH:13]1([CH2:16][N:17]([CH2:39][CH2:40][CH3:41])[C:18]([C:20]2[N:24]3[CH2:25][CH2:26][N:27]([C:28]4[C:33]([CH3:34])=[CH:32][C:31]([CH3:35])=[CH:30][C:29]=4[CH3:36])[C:23]3=[N:22][C:21]=2[CH2:37]C)=O)[CH2:15][CH2:14]1.[OH-].[Na+]. The catalyst is C1(C)C=CC=CC=1. The product is [CH:13]1([CH2:16][N:17]([CH2:18][C:20]2[N:24]3[CH2:25][CH2:26][N:27]([C:28]4[C:33]([CH3:34])=[CH:32][C:31]([CH3:35])=[CH:30][C:29]=4[CH3:36])[C:23]3=[N:22][C:21]=2[CH3:37])[CH2:39][CH2:40][CH3:41])[CH2:15][CH2:14]1. The yield is 0.650.